The task is: Predict the reaction yield, written as a fraction of the theoretical maximum amount of product (1.0 means a 100% yield; for example, 0.34 means a 34% yield).. This data is from Reaction yield outcomes from USPTO patents with 853,638 reactions. (1) The reactants are [CH3:1][C:2]1([CH3:22])[CH:6]([C:7]2[CH:12]=[CH:11][C:10]([CH3:13])=[CH:9][CH:8]=2)[C:5]2[C:14]([CH3:21])=[C:15]([NH2:20])[C:16]([CH3:19])=[C:17]([CH3:18])[C:4]=2[O:3]1.[CH3:23][O:24][C:25]1[CH:26]=[C:27]([CH:31]=[CH:32][C:33]=1[O:34][CH3:35])[C:28](Cl)=[O:29]. The catalyst is C(OCC)(=O)C.CCCCCC. The product is [CH3:23][O:24][C:25]1[CH:26]=[C:27]([CH:31]=[CH:32][C:33]=1[O:34][CH3:35])[C:28]([NH:20][C:15]1[C:16]([CH3:19])=[C:17]([CH3:18])[C:4]2[O:3][C:2]([CH3:22])([CH3:1])[CH:6]([C:7]3[CH:8]=[CH:9][C:10]([CH3:13])=[CH:11][CH:12]=3)[C:5]=2[C:14]=1[CH3:21])=[O:29]. The yield is 0.900. (2) The reactants are [CH2:1]([NH:8][C:9]1[CH:10]=[C:11]2[C:16](=[CH:17][CH:18]=1)[CH:15]=[C:14]([C:19]([OH:21])=O)[CH:13]=[CH:12]2)[C:2]1[CH:7]=[CH:6][CH:5]=[CH:4][CH:3]=1.Cl.[NH2:23][CH:24]([C:32]([OH:34])=[O:33])[CH2:25][C:26]1[CH:31]=[CH:30][CH:29]=[CH:28][CH:27]=1.[CH3:35]CN=C=NCCCN(C)C.C(N(CC)CC)C. The catalyst is CN(C=O)C. The product is [CH2:1]([NH:8][C:9]1[CH:10]=[C:11]2[C:16](=[CH:17][CH:18]=1)[CH:15]=[C:14]([C:19]([NH:23][C@H:24]([C:32]([O:34][CH3:35])=[O:33])[CH2:25][C:26]1[CH:31]=[CH:30][CH:29]=[CH:28][CH:27]=1)=[O:21])[CH:13]=[CH:12]2)[C:2]1[CH:7]=[CH:6][CH:5]=[CH:4][CH:3]=1. The yield is 0.690. (3) The reactants are [S:1]1[CH2:5][C@@H:4]([CH2:6][OH:7])[NH:3][CH2:2]1.[Cl:8][CH2:9][CH:10]1[CH2:12]O1. No catalyst specified. The product is [Cl:8][CH2:9][CH:10]1[O:7][CH2:6][C@@H:4]2[CH2:5][S:1][CH2:2][N:3]2[CH2:12]1. The yield is 0.0240.